From a dataset of Retrosynthesis with 50K atom-mapped reactions and 10 reaction types from USPTO. Predict the reactants needed to synthesize the given product. (1) Given the product COC(=O)c1cncc2c1CCNC2, predict the reactants needed to synthesize it. The reactants are: COC(=O)c1cncc2c1CCN(Cc1ccccc1)C2. (2) Given the product COC(=O)CN(C)Cc1cn2ccccc2n1, predict the reactants needed to synthesize it. The reactants are: CNCC(=O)OC.ClCc1cn2ccccc2n1. (3) Given the product CCOC(=O)Cc1ccc(NC(=O)N(c2c3ccccc3nn2-c2ccc(Cl)cc2)C2CCCCC2)c(Cl)c1, predict the reactants needed to synthesize it. The reactants are: CCOC(=O)Cc1ccc(N=C=O)c(Cl)c1.Clc1ccc(-n2nc3ccccc3c2NC2CCCCC2)cc1. (4) Given the product Cc1ccccc1Cc1cccc(-c2ncc3c(n2)CCOC3)n1, predict the reactants needed to synthesize it. The reactants are: Brc1cccc(-c2ncc3c(n2)CCOC3)n1.Cc1ccccc1C[Zn+]. (5) The reactants are: CN(C)C(CCc1ccccc1)C1CCC2(CC1)OCCO2. Given the product CN(C)C(CCc1ccccc1)C1CCC(=O)CC1, predict the reactants needed to synthesize it.